Task: Predict the reactants needed to synthesize the given product.. Dataset: Full USPTO retrosynthesis dataset with 1.9M reactions from patents (1976-2016) (1) Given the product [CH:53]([N:52]([CH:56]([CH3:58])[CH3:57])[CH2:51][CH2:50][O:43][C:40]1[CH:41]=[CH:42][C:37]([NH:36][C:34]2[S:35][C:31]([C:28]3[CH:29]=[CH:30][S:26][CH:27]=3)=[CH:32][N:33]=2)=[C:38]([C:44]([F:47])([F:46])[F:45])[CH:39]=1)([CH3:55])[CH3:54], predict the reactants needed to synthesize it. The reactants are: CN(C)CCCOC1C=CC(C2SC(NC3C=CC=CC=3)=NC=2)=CC=1.[S:26]1[CH:30]=[CH:29][C:28]([C:31]2[S:35][C:34]([NH:36][C:37]3[CH:42]=[CH:41][C:40]([OH:43])=[CH:39][C:38]=3[C:44]([F:47])([F:46])[F:45])=[N:33][CH:32]=2)=[CH:27]1.Cl.Cl[CH2:50][CH2:51][N:52]([CH:56]([CH3:58])[CH3:57])[CH:53]([CH3:55])[CH3:54]. (2) Given the product [CH3:34][C:25]1([CH3:33])[C:26]2[C:31](=[CH:30][C:29]([N:35]3[CH2:40][CH2:39][O:38][CH2:37][CH2:36]3)=[CH:28][CH:27]=2)[N:23]([C:6]2[C:5]3[C:10](=[CH:11][C:2]([F:1])=[CH:3][CH:4]=3)[N:9]=[C:8]([C:12]3[CH:17]=[CH:16][CH:15]=[CH:14][C:13]=3[S:18]([CH3:21])(=[O:20])=[O:19])[C:7]=2[CH3:22])[CH2:24]1, predict the reactants needed to synthesize it. The reactants are: [F:1][C:2]1[CH:11]=[C:10]2[C:5]([C:6]([N:23]3[C:31]4[C:26](=[CH:27][CH:28]=[C:29](I)[CH:30]=4)[C:25]([CH3:34])([CH3:33])[CH2:24]3)=[C:7]([CH3:22])[C:8]([C:12]3[CH:17]=[CH:16][CH:15]=[CH:14][C:13]=3[S:18]([CH3:21])(=[O:20])=[O:19])=[N:9]2)=[CH:4][CH:3]=1.[NH:35]1[CH2:40][CH2:39][O:38][CH2:37][CH2:36]1.C1(P(C2CCCCC2)C2(C(C)C)CC(C(C)C)=CC(C(C)C)=C2C2C=CC=CC=2)CCCCC1.CC(C)([O-])C.[Na+].